Dataset: Catalyst prediction with 721,799 reactions and 888 catalyst types from USPTO. Task: Predict which catalyst facilitates the given reaction. (1) Reactant: [C:1]1([N:7]2[C:12](=O)C3SC=C(C4C=CC=CC=4)C=3N=C2)[CH:6]=[CH:5][CH:4]=[CH:3][CH:2]=1.[NH2:23][C:24]1[C:28]([C:29]2[CH:34]=[CH:33][CH:32]=[CH:31][C:30]=2[Br:35])=[CH:27][S:26][C:25]=1[C:36]([O:38]C)=O.C(OCC)(OCC)OCC.[Cl:50]C1C=CC(N)=CC=1. Product: [Br:35][C:30]1[CH:31]=[CH:32][CH:33]=[CH:34][C:29]=1[C:28]1[C:24]2[N:23]=[CH:12][N:7]([C:1]3[CH:6]=[CH:5][C:4]([Cl:50])=[CH:3][CH:2]=3)[C:36](=[O:38])[C:25]=2[S:26][CH:27]=1. The catalyst class is: 15. (2) Reactant: Br[C:2]1[CH:3]=[C:4]([CH:7]=[C:8]([F:10])[CH:9]=1)[C:5]#[N:6].[CH3:11][Si:12]([C:15]#[CH:16])([CH3:14])[CH3:13].C(N(CC)CC)C. Product: [F:10][C:8]1[CH:7]=[C:4]([CH:3]=[C:2]([C:16]#[C:15][Si:12]([CH3:14])([CH3:13])[CH3:11])[CH:9]=1)[C:5]#[N:6]. The catalyst class is: 11. (3) Reactant: [CH:1]([N:4]([CH:19]([CH3:21])[CH3:20])[C:5]([C:7]1[CH:12]=[CH:11][N:10]=[C:9]([O:13][CH2:14][CH3:15])[C:8]=1B(O)O)=[O:6])([CH3:3])[CH3:2].I[C:23]1[CH:29]=[C:28]([F:30])[CH:27]=[CH:26][C:24]=1[NH2:25].C(=O)([O-])[O-].[Na+].[Na+]. Product: [NH2:25][C:24]1[CH:23]=[CH:29][C:28]([F:30])=[CH:27][C:26]=1[C:8]1[C:9]([O:13][CH2:14][CH3:15])=[N:10][CH:11]=[CH:12][C:7]=1[C:5]([N:4]([CH:19]([CH3:21])[CH3:20])[CH:1]([CH3:3])[CH3:2])=[O:6]. The catalyst class is: 176. (4) Reactant: [NH2:1][C:2]1[CH:18]=[CH:17][C:5]([C:6]([NH:8][C:9]2[CH:14]=[CH:13][C:12]([CH3:15])=[C:11]([CH3:16])[CH:10]=2)=[O:7])=[CH:4][C:3]=1[NH:19][CH2:20][CH2:21][OH:22].[Cl:23][C:24]1[CH:31]=[CH:30][C:27]([CH:28]=O)=[CH:26][CH:25]=1. Product: [CH3:16][C:11]1[CH:10]=[C:9]([NH:8][C:6]([C:5]2[CH:17]=[CH:18][C:2]3[N:1]=[C:28]([C:27]4[CH:30]=[CH:31][C:24]([Cl:23])=[CH:25][CH:26]=4)[N:19]([CH2:20][CH2:21][OH:22])[C:3]=3[CH:4]=2)=[O:7])[CH:14]=[CH:13][C:12]=1[CH3:15]. The catalyst class is: 5. (5) Reactant: C(OC(=O)[N:7]([C:16]1[N:17]=[C:18]([Cl:34])[CH:19]=[C:20]2[C:24]([CH3:25])=[C:23]([CH3:26])[N:22]([CH2:27][C:28]3[CH:33]=[CH:32][CH:31]=[CH:30][CH:29]=3)[C:21]=12)[CH2:8][C:9]1[CH:14]=[CH:13][C:12]([F:15])=[CH:11][CH:10]=1)(C)(C)C.Cl. Product: [ClH:34].[CH2:27]([N:22]1[C:21]2=[C:16]([NH:7][CH2:8][C:9]3[CH:10]=[CH:11][C:12]([F:15])=[CH:13][CH:14]=3)[N:17]=[C:18]([Cl:34])[CH:19]=[C:20]2[C:24]([CH3:25])=[C:23]1[CH3:26])[C:28]1[CH:29]=[CH:30][CH:31]=[CH:32][CH:33]=1. The catalyst class is: 13. (6) Reactant: [CH2:1]([Mg]Br)[CH3:2].CCOCC.[F:10][C:11]1[CH:22]=[CH:21][C:14]([C:15](N(OC)C)=[O:16])=[CH:13][N:12]=1. Product: [F:10][C:11]1[N:12]=[CH:13][C:14]([C:15](=[O:16])[CH2:1][CH3:2])=[CH:21][CH:22]=1. The catalyst class is: 1. (7) Reactant: [F:1][C:2]1[CH:3]=[C:4]([CH:7]=[C:8]([F:12])[C:9]=1[CH:10]=[O:11])[C:5]#[N:6].[BH4-].[Na+]. Product: [F:1][C:2]1[CH:3]=[C:4]([CH:7]=[C:8]([F:12])[C:9]=1[CH2:10][OH:11])[C:5]#[N:6]. The catalyst class is: 14.